This data is from NCI-60 drug combinations with 297,098 pairs across 59 cell lines. The task is: Regression. Given two drug SMILES strings and cell line genomic features, predict the synergy score measuring deviation from expected non-interaction effect. (1) Drug 1: CC1OCC2C(O1)C(C(C(O2)OC3C4COC(=O)C4C(C5=CC6=C(C=C35)OCO6)C7=CC(=C(C(=C7)OC)O)OC)O)O. Drug 2: CC(C)(C#N)C1=CC(=CC(=C1)CN2C=NC=N2)C(C)(C)C#N. Cell line: HCT116. Synergy scores: CSS=54.9, Synergy_ZIP=1.03, Synergy_Bliss=0.786, Synergy_Loewe=-0.736, Synergy_HSA=1.63. (2) Drug 1: CN1CCC(CC1)COC2=C(C=C3C(=C2)N=CN=C3NC4=C(C=C(C=C4)Br)F)OC. Drug 2: N.N.Cl[Pt+2]Cl. Cell line: EKVX. Synergy scores: CSS=18.3, Synergy_ZIP=-3.69, Synergy_Bliss=-0.409, Synergy_Loewe=-16.0, Synergy_HSA=-0.779.